Dataset: Catalyst prediction with 721,799 reactions and 888 catalyst types from USPTO. Task: Predict which catalyst facilitates the given reaction. Reactant: Cl[C:2]1[CH:3]=[CH:4][C:5]2[O:14][CH2:13][CH2:12][C:11]3[CH:10]=[C:9]([C:15]4[N:16]([C:20]5[CH:25]=[CH:24][C:23]([F:26])=[CH:22][C:21]=5[F:27])[N:17]=[CH:18][N:19]=4)[S:8][C:7]=3[C:6]=2[N:28]=1.[O:29]1[CH2:34][CH2:33][CH:32]([NH2:35])[CH2:31][CH2:30]1.CC(C1C=C(C(C)C)C(C2C=CC=CC=2P(C2CCCCC2)C2CCCCC2)=C(C(C)C)C=1)C.CC(C)([O-])C. Product: [F:27][C:21]1[CH:22]=[C:23]([F:26])[CH:24]=[CH:25][C:20]=1[N:16]1[C:15]([C:9]2[S:8][C:7]3[C:6]4[N:28]=[C:2]([NH:35][CH:32]5[CH2:33][CH2:34][O:29][CH2:30][CH2:31]5)[CH:3]=[CH:4][C:5]=4[O:14][CH2:13][CH2:12][C:11]=3[CH:10]=2)=[N:19][CH:18]=[N:17]1. The catalyst class is: 231.